From a dataset of Full USPTO retrosynthesis dataset with 1.9M reactions from patents (1976-2016). Predict the reactants needed to synthesize the given product. The reactants are: [F:1][C:2]([F:28])([F:27])[O:3][C:4]1[CH:9]=[CH:8][C:7]([NH:10][C:11](=[O:26])[NH:12][CH:13]2[CH2:18][CH2:17][N:16](C(OC(C)(C)C)=O)[CH2:15][CH2:14]2)=[CH:6][CH:5]=1. Given the product [NH:16]1[CH2:17][CH2:18][CH:13]([NH:12][C:11]([NH:10][C:7]2[CH:8]=[CH:9][C:4]([O:3][C:2]([F:1])([F:27])[F:28])=[CH:5][CH:6]=2)=[O:26])[CH2:14][CH2:15]1, predict the reactants needed to synthesize it.